This data is from Full USPTO retrosynthesis dataset with 1.9M reactions from patents (1976-2016). The task is: Predict the reactants needed to synthesize the given product. (1) Given the product [Cl:1][C:2]1[CH:30]=[CH:29][C:5]([CH2:6][C:7]2[N:8]=[C:9]([CH:26]([CH3:27])[CH3:28])[C:10]3[N:15]=[C:14]([C:16]4[CH:21]=[C:20]([CH3:22])[C:19]([OH:23])=[C:18]([CH3:25])[CH:17]=4)[O:13][C:11]=3[N:12]=2)=[CH:4][CH:3]=1, predict the reactants needed to synthesize it. The reactants are: [Cl:1][C:2]1[CH:30]=[CH:29][C:5]([CH2:6][C:7]2[N:8]=[C:9]([CH:26]([CH3:28])[CH3:27])[C:10]3[N:15]=[C:14]([C:16]4[CH:21]=[C:20]([CH3:22])[C:19]([O:23]C)=[C:18]([CH3:25])[CH:17]=4)[O:13][C:11]=3[N:12]=2)=[CH:4][CH:3]=1.B(Br)(Br)Br. (2) The reactants are: [CH3:13][C:12]([O:11][C:9](O[C:9]([O:11][C:12]([CH3:15])([CH3:14])[CH3:13])=[O:10])=[O:10])([CH3:15])[CH3:14].[C:16]([CH2:18][CH2:19][NH:20][CH2:21][C:22]([CH3:28])([CH3:27])[C:23]([O:25][CH3:26])=[O:24])#[N:17]. Given the product [C:12]([O:11][C:9]([N:20]([CH2:19][CH2:18][C:16]#[N:17])[CH2:21][C:22]([CH3:28])([CH3:27])[C:23]([O:25][CH3:26])=[O:24])=[O:10])([CH3:13])([CH3:14])[CH3:15], predict the reactants needed to synthesize it. (3) Given the product [F:12][C:9]1[CH:10]=[CH:11][C:2]2[C:3](=[C:4]([OH:6])[N:23]=[C:22]3[C:24]=2[CH:25]=[CH:26][CH:27]=[CH:21]3)[CH:8]=1, predict the reactants needed to synthesize it. The reactants are: Br[C:2]1[CH:11]=[CH:10][C:9]([F:12])=[CH:8][C:3]=1[C:4]([O:6]C)=O.CC1(C)C(C)(C)OB([C:21]2[CH:27]=[CH:26][CH:25]=[CH:24][C:22]=2[NH2:23])O1.C(=O)([O-])[O-].[Na+].[Na+]. (4) Given the product [ClH:30].[CH3:22][O:21][CH2:20][CH:12]1[CH2:11][NH:10][CH2:15][CH:14]([CH2:16][O:17][CH3:18])[N:13]1[CH3:19], predict the reactants needed to synthesize it. The reactants are: C1(S([N:10]2[CH2:15][CH:14]([CH2:16][O:17][CH3:18])[N:13]([CH3:19])[CH:12]([CH2:20][O:21][CH3:22])[CH2:11]2)(=O)=O)C=CC=CC=1.C1(C)C=CC=CC=1.[ClH:30]. (5) Given the product [Si:1]([O:8][CH2:9][CH2:10][C:11]1[S:15][C:14]([CH2:16][OH:17])=[CH:13][CH:12]=1)([C:4]([CH3:6])([CH3:7])[CH3:5])([CH3:3])[CH3:2], predict the reactants needed to synthesize it. The reactants are: [Si:1]([O:8][CH2:9][CH2:10][C:11]1[S:15][C:14]([CH:16]=[O:17])=[CH:13][CH:12]=1)([C:4]([CH3:7])([CH3:6])[CH3:5])([CH3:3])[CH3:2].[BH4-].[Na+]. (6) Given the product [CH:19]1([O:13][C:8]2[CH:9]=[CH:10][CH:11]=[CH:12][C:7]=2[NH:6][C:3](=[O:5])[CH3:4])[CH2:18][CH2:17][CH:16]=[CH:15]1, predict the reactants needed to synthesize it. The reactants are: [H-].[Na+].[C:3]([NH:6][C:7]1[CH:12]=[CH:11][CH:10]=[CH:9][C:8]=1[OH:13])(=[O:5])[CH3:4].Cl[CH:15]1[CH2:19][CH2:18][CH:17]=[CH:16]1. (7) The reactants are: [CH3:1][O:2][C:3]([C:5]1[S:26][C:8]2=[C:9](Cl)[N:10]=[CH:11][C:12]([C:13]3[CH:14]=[C:15]([C:19]4[CH:24]=[CH:23][CH:22]=[CH:21][CH:20]=4)[CH:16]=[CH:17][CH:18]=3)=[C:7]2[CH:6]=1)=[O:4].C(=[NH:40])(C1C=CC=CC=1)C1C=CC=CC=1.C(=O)([O-])[O-].[Cs+].[Cs+].C1(P(C2C=CC=CC=2)C2C3OC4C(=CC=CC=4P(C4C=CC=CC=4)C4C=CC=CC=4)C(C)(C)C=3C=CC=2)C=CC=CC=1. Given the product [CH3:1][O:2][C:3]([C:5]1[S:26][C:8]2=[C:9]([NH2:40])[N:10]=[CH:11][C:12]([C:13]3[CH:14]=[C:15]([C:19]4[CH:24]=[CH:23][CH:22]=[CH:21][CH:20]=4)[CH:16]=[CH:17][CH:18]=3)=[C:7]2[CH:6]=1)=[O:4], predict the reactants needed to synthesize it. (8) Given the product [C:42]([O:41][C:39](=[O:40])[NH:46][CH2:47][C:48]1[CH:53]=[CH:52][C:51]([C:54]2[N:55]=[C:8]([C:6]3[CH:5]=[CH:4][C:3]([C:11]4[CH:16]=[CH:15][CH:14]=[CH:13][CH:12]=4)=[C:2]([CH3:1])[CH:7]=3)[O:10][N:19]=2)=[CH:50][CH:49]=1)([CH3:45])([CH3:44])[CH3:43], predict the reactants needed to synthesize it. The reactants are: [CH3:1][C:2]1[CH:7]=[C:6]([C:8]([OH:10])=O)[CH:5]=[CH:4][C:3]=1[C:11]1[CH:16]=[CH:15][CH:14]=[CH:13][CH:12]=1.CC[N:19]=C=NCCCN(C)C.Cl.C1C=CC2N(O)N=NC=2C=1.[C:39]([N:46](O)[C:47](=N)[C:48]1[CH:53]=[CH:52][C:51]([CH2:54][NH2:55])=[CH:50][CH:49]=1)([O:41][C:42]([CH3:45])([CH3:44])[CH3:43])=[O:40]. (9) Given the product [NH:30]1[C:18]([C:15]2[CH:16]=[C:17]3[C:12](=[CH:13][CH:14]=2)[NH:11][N:10]=[C:9]3[C:6]2[CH:7]=[CH:8][C:3]([N:2]([CH3:21])[CH3:1])=[CH:4][CH:5]=2)=[N:20][CH:27]=[N:25]1, predict the reactants needed to synthesize it. The reactants are: [CH3:1][N:2]([CH3:21])[C:3]1[CH:8]=[CH:7][C:6]([C:9]2[C:17]3[C:12](=[CH:13][CH:14]=[C:15]([C:18]([NH2:20])=O)[CH:16]=3)[NH:11][N:10]=2)=[CH:5][CH:4]=1.COC(OC)[N:25]([CH3:27])C.[NH2:30]N. (10) Given the product [C:15]([C:5]1[CH:6]=[C:7]([C:8]2[C:9]([O:14][CH3:33])=[N:10][CH:11]=[CH:12][CH:13]=2)[C:2]([NH:1][C:38](=[O:40])[CH3:39])=[C:3]([CH2:19][CH2:20][C:21]2[CH:26]=[CH:25][C:24]([NH:27][S:28]([CH3:31])(=[O:30])=[O:29])=[CH:23][CH:22]=2)[CH:4]=1)([CH3:16])([CH3:17])[CH3:18], predict the reactants needed to synthesize it. The reactants are: [NH2:1][C:2]1[C:7]([C:8]2[C:9](=[O:14])[NH:10][CH:11]=[CH:12][CH:13]=2)=[CH:6][C:5]([C:15]([CH3:18])([CH3:17])[CH3:16])=[CH:4][C:3]=1[CH2:19][CH2:20][C:21]1[CH:26]=[CH:25][C:24]([NH:27][S:28]([CH3:31])(=[O:30])=[O:29])=[CH:23][CH:22]=1.N1C=CC=C[CH:33]=1.[C:38](OC(=O)C)(=[O:40])[CH3:39].